From a dataset of Peptide-MHC class I binding affinity with 185,985 pairs from IEDB/IMGT. Regression. Given a peptide amino acid sequence and an MHC pseudo amino acid sequence, predict their binding affinity value. This is MHC class I binding data. (1) The peptide sequence is GTGNIGETL. The MHC is Mamu-A02 with pseudo-sequence Mamu-A02. The binding affinity (normalized) is 0.735. (2) The peptide sequence is GELRKAICL. The MHC is HLA-A69:01 with pseudo-sequence HLA-A69:01. The binding affinity (normalized) is 0.0847. (3) The peptide sequence is KPPSPPTCM. The MHC is Mamu-A01 with pseudo-sequence Mamu-A01. The binding affinity (normalized) is 0.303. (4) The peptide sequence is ITDFNIDTY. The MHC is HLA-A30:01 with pseudo-sequence HLA-A30:01. The binding affinity (normalized) is 0.0847. (5) The peptide sequence is PLAKGLFHK. The MHC is HLA-A03:01 with pseudo-sequence HLA-A03:01. The binding affinity (normalized) is 0.185.